Predict the reactants needed to synthesize the given product. From a dataset of Full USPTO retrosynthesis dataset with 1.9M reactions from patents (1976-2016). (1) The reactants are: I[C:2]1[N:3]=[CH:4][N:5]2[CH:9]=[CH:8][S:7][C:6]=12.[S:10]1[C:14]([CH:15]=[O:16])=[CH:13][N:12]=[CH:11]1. Given the product [S:10]1[C:14]([C:15]([C:2]2[N:3]=[CH:4][N:5]3[CH:9]=[CH:8][S:7][C:6]=23)=[O:16])=[CH:13][N:12]=[CH:11]1, predict the reactants needed to synthesize it. (2) Given the product [CH2:1]([O:3][C:4](=[O:15])[CH2:5][C:6]1[C:7]([CH2:13][CH3:14])=[N:8][N:9]([CH2:23][C:22]2[CH:25]=[CH:26][C:19]([N+:16]([O-:18])=[O:17])=[CH:20][CH:21]=2)[C:10]=1[CH2:11][CH3:12])[CH3:2], predict the reactants needed to synthesize it. The reactants are: [CH2:1]([O:3][C:4](=[O:15])[CH2:5][C:6]1[C:7]([CH2:13][CH3:14])=[N:8][NH:9][C:10]=1[CH2:11][CH3:12])[CH3:2].[N+:16]([C:19]1[CH:26]=[CH:25][C:22]([CH2:23]Br)=[CH:21][CH:20]=1)([O-:18])=[O:17].C([O-])([O-])=O.[K+].[K+].O.